This data is from Reaction yield outcomes from USPTO patents with 853,638 reactions. The task is: Predict the reaction yield, written as a fraction of the theoretical maximum amount of product (1.0 means a 100% yield; for example, 0.34 means a 34% yield). The reactants are [CH2:1]([N:3]1[CH2:9][CH2:8][CH2:7][N:6]([C:10]2[CH:20]=[CH:19][C:13]([C:14]([O:16]CC)=O)=[CH:12][CH:11]=2)[CH2:5][CH2:4]1)[CH3:2].[CH3:21][O:22][C:23]1[CH:24]=[C:25]([CH2:31][CH2:32][C:33]2[CH:34]=[C:35]([NH2:38])[NH:36][N:37]=2)[CH:26]=[C:27]([O:29][CH3:30])[CH:28]=1.C[Al](C)C.C(Cl)Cl.CCOCC. The catalyst is C1(C)C=CC=CC=1. The product is [CH3:30][O:29][C:27]1[CH:26]=[C:25]([CH2:31][CH2:32][C:33]2[CH:34]=[C:35]([NH:38][C:14](=[O:16])[C:13]3[CH:12]=[CH:11][C:10]([N:6]4[CH2:7][CH2:8][CH2:9][N:3]([CH2:1][CH3:2])[CH2:4][CH2:5]4)=[CH:20][CH:19]=3)[NH:36][N:37]=2)[CH:24]=[C:23]([O:22][CH3:21])[CH:28]=1. The yield is 0.256.